This data is from Forward reaction prediction with 1.9M reactions from USPTO patents (1976-2016). The task is: Predict the product of the given reaction. (1) Given the reactants [CH2:1]=[CH:2][CH2:3][NH2:4].[CH2:5]1[O:7][CH:6]1[CH2:8][Cl:9].Cl.[OH-:11].[Na+].[C:13](=[O:15])=[O:14], predict the reaction product. The product is: [CH2:1]=[CH:2][CH2:3][NH3+:4].[CH2:5]1[O:7][CH:6]1[CH2:8][Cl:9].[C:13]([O-:15])([OH:14])=[O:11].[C:13](=[O:7])([OH:15])[O-:14]. (2) Given the reactants [Br:1][C:2]1[CH:7]=[CH:6][CH:5]=[C:4]([N+:8]([O-])=O)[C:3]=1[OH:11].Cl[Sn]Cl.O, predict the reaction product. The product is: [NH2:8][C:4]1[CH:5]=[CH:6][CH:7]=[C:2]([Br:1])[C:3]=1[OH:11]. (3) Given the reactants [CH3:1][N:2]([CH3:24])[CH2:3][CH2:4][O:5][C:6]1[CH:11]=[CH:10][CH:9]=[CH:8][C:7]=1[NH:12][C:13]([NH:15]C(=O)C1C=CC=CC=1)=[S:14].C[O-].[Na+], predict the reaction product. The product is: [CH3:1][N:2]([CH3:24])[CH2:3][CH2:4][O:5][C:6]1[CH:11]=[CH:10][CH:9]=[CH:8][C:7]=1[NH:12][C:13]([NH2:15])=[S:14]. (4) Given the reactants [NH2:1][C:2]1[N:3]=[CH:4][C:5]([C:12]2[CH:13]=[C:14]([CH:18]=[CH:19][CH:20]=2)[C:15]([OH:17])=O)=[N:6][C:7]=1[C:8]([NH:10][CH3:11])=[O:9].ON1C2C=CC=CC=2N=N1.[Cl:31][C:32]1[CH:39]=[CH:38][C:35]([CH2:36][NH2:37])=[CH:34][CH:33]=1.Cl.C(N=C=NCCCN(C)C)C, predict the reaction product. The product is: [NH2:1][C:2]1[C:7]([C:8]([NH:10][CH3:11])=[O:9])=[N:6][C:5]([C:12]2[CH:20]=[CH:19][CH:18]=[C:14]([C:15]([NH:37][CH2:36][C:35]3[CH:38]=[CH:39][C:32]([Cl:31])=[CH:33][CH:34]=3)=[O:17])[CH:13]=2)=[CH:4][N:3]=1. (5) Given the reactants [CH3:1][O:2][C:3]1[CH:4]=[C:5]([CH:8]=[CH:9][CH:10]=1)[CH:6]=O.[N+:11]([CH3:14])([O-:13])=[O:12].[OH-].[Na+], predict the reaction product. The product is: [CH3:1][O:2][C:3]1[CH:10]=[CH:9][CH:8]=[C:5]([CH:6]=[CH:14][N+:11]([O-:13])=[O:12])[CH:4]=1.